This data is from Reaction yield outcomes from USPTO patents with 853,638 reactions. The task is: Predict the reaction yield, written as a fraction of the theoretical maximum amount of product (1.0 means a 100% yield; for example, 0.34 means a 34% yield). (1) The reactants are [CH2:1]([O:3][C:4](=[O:15])[C:5]([C:7]1[CH:12]=[CH:11][C:10]([OH:13])=[CH:9][C:8]=1[OH:14])=[O:6])[CH3:2].C(N(CC)CC)C.[C:23]([Si:27]([CH3:30])([CH3:29])Cl)([CH3:26])([CH3:25])[CH3:24].O. The catalyst is C(Cl)Cl. The product is [CH2:1]([O:3][C:4](=[O:15])[C:5]([C:7]1[CH:12]=[CH:11][C:10]([O:13][Si:27]([C:23]([CH3:26])([CH3:25])[CH3:24])([CH3:30])[CH3:29])=[CH:9][C:8]=1[OH:14])=[O:6])[CH3:2]. The yield is 0.400. (2) The reactants are [CH:1]([O:4][C:5]1([C:8]2[CH:13]=[CH:12][C:11]([C:14]#[C:15][C:16]3[CH:21]=[CH:20][C:19]([CH2:22][C:23]([O:25]C)=[O:24])=[CH:18][CH:17]=3)=[CH:10][C:9]=2[CH3:27])[CH2:7][CH2:6]1)([CH3:3])[CH3:2].[OH-].[Na+]. The catalyst is C(O)C.O1CCCC1. The product is [CH:1]([O:4][C:5]1([C:8]2[CH:13]=[CH:12][C:11]([C:14]#[C:15][C:16]3[CH:21]=[CH:20][C:19]([CH2:22][C:23]([OH:25])=[O:24])=[CH:18][CH:17]=3)=[CH:10][C:9]=2[CH3:27])[CH2:7][CH2:6]1)([CH3:3])[CH3:2]. The yield is 0.620. (3) The reactants are [CH3:1][C:2]1[CH:3]=[CH:4][C:5]([C:8]2[CH2:12][C@@H:11]([CH:13]=[CH2:14])[C@H:10]([O:15][Si](CC)(CC)CC)[C:9]=2[CH3:23])=[N:6][CH:7]=1.[F-].C([N+](CCCC)(CCCC)CCCC)CCC.O.C(OCC)(=O)C. The catalyst is C1COCC1. The product is [CH3:23][C:9]1[C@@H:10]([OH:15])[C@H:11]([CH:13]=[CH2:14])[CH2:12][C:8]=1[C:5]1[CH:4]=[CH:3][C:2]([CH3:1])=[CH:7][N:6]=1. The yield is 0.830. (4) The reactants are [OH-:1].[Na+].[F:3][C:4]1[CH:11]=[C:10]([CH3:12])[CH:9]=[C:8]([F:13])[C:5]=1[CH:6]=[O:7]. The catalyst is [Ag]=O.O. The product is [F:3][C:4]1[CH:11]=[C:10]([CH3:12])[CH:9]=[C:8]([F:13])[C:5]=1[C:6]([OH:1])=[O:7]. The yield is 0.530. (5) The reactants are Cl.Cl.[NH2:3][CH2:4][CH2:5][S:6][S:7][CH2:8][CH2:9][NH2:10].[CH3:11][C:12]([O:15][C:16](O[C:16]([O:15][C:12]([CH3:14])([CH3:13])[CH3:11])=[O:17])=[O:17])([CH3:14])[CH3:13]. The catalyst is CO. The product is [NH2:3][CH2:4][CH2:5][S:6][S:7][CH2:8][CH2:9][NH:10][C:16](=[O:17])[O:15][C:12]([CH3:14])([CH3:13])[CH3:11]. The yield is 0.440. (6) The reactants are [Cl:1][C:2]1[CH:3]=[C:4]([NH:16][C:17]2[C:26]3[C:21](=[CH:22][CH:23]=[C:24]([N+:27]([O-])=O)[CH:25]=3)[N:20]=[CH:19][N:18]=2)[CH:5]=[CH:6][C:7]=1[O:8][CH2:9][C:10]1[CH:15]=[CH:14][CH:13]=[CH:12][N:11]=1.Cl.[OH-].[Na+]. The catalyst is CCO.[Fe]. The product is [Cl:1][C:2]1[CH:3]=[C:4]([NH:16][C:17]2[C:26]3[C:21](=[CH:22][CH:23]=[C:24]([NH2:27])[CH:25]=3)[N:20]=[CH:19][N:18]=2)[CH:5]=[CH:6][C:7]=1[O:8][CH2:9][C:10]1[CH:15]=[CH:14][CH:13]=[CH:12][N:11]=1. The yield is 0.877. (7) The reactants are [Sn](Cl)(Cl)(Cl)Cl.[CH3:6][O:7][C:8]1[CH:12]=[CH:11][S:10][CH:9]=1.O.[C:14](Cl)(=[O:23])[C:15]1[CH:20]=[CH:19][C:18]([O:21][CH3:22])=[CH:17][CH:16]=1. The catalyst is ClCCl. The product is [CH3:22][O:21][C:18]1[CH:19]=[CH:20][C:15]([C:14]([C:9]2[S:10][CH:11]=[CH:12][C:8]=2[O:7][CH3:6])=[O:23])=[CH:16][CH:17]=1. The yield is 0.940. (8) The reactants are [CH3:1][CH:2]([CH3:17])[CH2:3][CH2:4][NH:5][C:6]([C:8]1([C:13]([O:15]C)=[O:14])[CH2:12][CH2:11][CH2:10][CH2:9]1)=[O:7].O.[OH-].[Li+].[CH2:21]1COCC1. The catalyst is O.Cl. The product is [CH3:21][CH:9]1[CH2:10][CH2:11][CH2:12][C:8]1([C:6](=[O:7])[NH:5][CH2:4][CH2:3][CH:2]([CH3:17])[CH3:1])[C:13]([OH:15])=[O:14]. The yield is 0.900. (9) The reactants are FC(F)(F)C(O)=O.[N:8]1([C:14]2[N:19]3[N:20]=[C:21]([C:23]4[CH:28]=[CH:27][CH:26]=[CH:25][CH:24]=4)[CH:22]=[C:18]3[N:17]=[C:16]([NH:29][NH2:30])[CH:15]=2)[CH2:13][CH2:12][O:11][CH2:10][CH2:9]1.[C:31]([C:33]1[CH:34]=[C:35]([CH:38]=[CH:39][CH:40]=1)[CH:36]=O)#[N:32]. The catalyst is C(O)C. The product is [C:31]([C:33]1[CH:34]=[C:35]([CH:38]=[CH:39][CH:40]=1)[CH:36]=[N:30][NH:29][C:16]1[CH:15]=[C:14]([N:8]2[CH2:13][CH2:12][O:11][CH2:10][CH2:9]2)[N:19]2[N:20]=[C:21]([C:23]3[CH:28]=[CH:27][CH:26]=[CH:25][CH:24]=3)[CH:22]=[C:18]2[N:17]=1)#[N:32]. The yield is 1.00.